From a dataset of TCR-epitope binding with 47,182 pairs between 192 epitopes and 23,139 TCRs. Binary Classification. Given a T-cell receptor sequence (or CDR3 region) and an epitope sequence, predict whether binding occurs between them. Result: 0 (the TCR does not bind to the epitope). The epitope is HTTDPSFLGRY. The TCR CDR3 sequence is CASSYPGQGVGGYTF.